This data is from Catalyst prediction with 721,799 reactions and 888 catalyst types from USPTO. The task is: Predict which catalyst facilitates the given reaction. (1) Reactant: [NH2:1][C@H:2]1[C:10]2[C:5](=[C:6]([C:11]3[N:15]=[C:14]([C:16]4[CH:17]=[CH:18][C:19]([O:24][CH:25]([CH3:27])[CH3:26])=[C:20]([CH:23]=4)[C:21]#[N:22])[O:13][N:12]=3)[CH:7]=[CH:8][CH:9]=2)[CH2:4][CH2:3]1.CC(O)C.[CH2:32]([CH:34]1[O:36][CH2:35]1)[Cl:33]. Product: [Cl:33][CH2:32][CH:34]([OH:36])[CH2:35][NH:1][C@H:2]1[C:10]2[C:5](=[C:6]([C:11]3[N:15]=[C:14]([C:16]4[CH:17]=[CH:18][C:19]([O:24][CH:25]([CH3:27])[CH3:26])=[C:20]([CH:23]=4)[C:21]#[N:22])[O:13][N:12]=3)[CH:7]=[CH:8][CH:9]=2)[CH2:4][CH2:3]1. The catalyst class is: 6. (2) Reactant: O.[NH2:2][NH2:3].[CH3:4][O:5][C:6]([C:8]1[CH:9]=[C:10]2[C:15](=[CH:16][CH:17]=1)[N:14]=[C:13](Cl)[C:12]([Cl:19])=[N:11]2)=[O:7]. Product: [CH3:4][O:5][C:6]([C:8]1[CH:9]=[C:10]2[C:15](=[CH:16][CH:17]=1)[N:14]=[C:13]([NH:2][NH2:3])[C:12]([Cl:19])=[N:11]2)=[O:7]. The catalyst class is: 5. (3) Reactant: C(O[C:4](=[O:12])[C:5]1[CH:10]=[CH:9][CH:8]=[C:7]([I:11])[CH:6]=1)C.CC([O-])(C)C.[K+].[C:19]([O:22][CH2:23][CH3:24])(=[O:21])[CH3:20]. Product: [I:11][C:7]1[CH:6]=[C:5]([C:4](=[O:12])[CH2:20][C:19]([O:22][CH2:23][CH3:24])=[O:21])[CH:10]=[CH:9][CH:8]=1. The catalyst class is: 295. (4) Reactant: [N:1]([CH:4]1[CH2:9][CH:8]([C:10]2[CH:15]=[CH:14][CH:13]=[C:12]([F:16])[C:11]=2[F:17])[CH2:7][N:6]([CH2:18][C:19]([F:22])([F:21])[F:20])[C:5]1=[O:23])=[N+]=[N-].[C:24](O[C:32]([O:34][C:35]([CH3:38])([CH3:37])[CH3:36])=[O:33])([O:26][C:27]([CH3:30])([CH3:29])[CH3:28])=[O:25]. Product: [NH:6]([CH2:7][CH3:8])[CH2:5][CH3:4].[F:17][C:11]1[C:12]([F:16])=[CH:13][CH:14]=[CH:15][C:10]=1[C@@H:8]1[CH2:7][N:6]([CH2:18][C:19]([F:22])([F:21])[F:20])[C:5](=[O:23])[C@H:4]([NH:1][C:24](=[O:25])[O:26][C:27]([CH3:30])([CH3:29])[CH3:28])[CH2:9]1.[F:17][C:11]1[C:12]([F:16])=[CH:13][CH:14]=[CH:15][C:10]=1[C@H:8]1[CH2:7][N:6]([CH2:18][C:19]([F:20])([F:21])[F:22])[C:5](=[O:23])[C@@H:4]([NH:1][C:32](=[O:33])[O:34][C:35]([CH3:36])([CH3:37])[CH3:38])[CH2:9]1. The catalyst class is: 50. (5) Reactant: S(=O)(=O)(O)O.[Br:6][C:7]1[CH:8]=[C:9]([CH2:13][CH2:14][NH:15][C:16](=[O:21])[C:17]([F:20])([F:19])[F:18])[CH:10]=[CH:11][CH:12]=1.C=O.Br[C:25]1C=CC=C2C=1CN(C(=O)C(F)(F)F)CC2. Product: [Br:6][C:7]1[CH:8]=[C:9]2[C:10](=[CH:11][CH:12]=1)[CH2:25][N:15]([C:16](=[O:21])[C:17]([F:19])([F:20])[F:18])[CH2:14][CH2:13]2. The catalyst class is: 211. (6) Reactant: [P:1]([O:13][CH2:14][CH2:15][NH:16][S:17]([C:20]1[CH:37]=[CH:36][C:23]2[C:24]3[CH:25]([CH2:34][Cl:35])[CH2:26][NH:27][C:28]=3[CH:29]=[C:30]([N+:31]([O-:33])=[O:32])[C:22]=2[CH:21]=1)(=[O:19])=[O:18])([O:8][C:9]([CH3:12])([CH3:11])[CH3:10])([O:3][C:4]([CH3:7])([CH3:6])[CH3:5])=[O:2].[CH3:38][O:39][C:40]1[CH:41]=[C:42]2[C:46](=[C:47]([O:51][CH3:52])[C:48]=1[O:49][CH3:50])[NH:45][C:44]([C:53](O)=[O:54])=[CH:43]2.CCN=C=NCCCN(C)C.CC1C=CC(S(O)(=O)=O)=CC=1. Product: [P:1]([O:13][CH2:14][CH2:15][NH:16][S:17]([C:20]1[CH:37]=[CH:36][C:23]2[C:24]3[CH:25]([CH2:34][Cl:35])[CH2:26][N:27]([C:53]([C:44]4[NH:45][C:46]5[C:42]([CH:43]=4)=[CH:41][C:40]([O:39][CH3:38])=[C:48]([O:49][CH3:50])[C:47]=5[O:51][CH3:52])=[O:54])[C:28]=3[CH:29]=[C:30]([N+:31]([O-:33])=[O:32])[C:22]=2[CH:21]=1)(=[O:19])=[O:18])([O:8][C:9]([CH3:12])([CH3:11])[CH3:10])([O:3][C:4]([CH3:7])([CH3:6])[CH3:5])=[O:2]. The catalyst class is: 44. (7) Reactant: [O:1]1[C@@:5]2([CH:10]3[CH2:11][CH2:12][N:7]([CH2:8][CH2:9]3)[CH2:6]2)[CH2:4][NH:3][C:2]1=[O:13].Br[C:15]1[S:16][CH:17]=[C:18]([Br:20])[CH:19]=1.C(=O)([O-])[O-].[K+].[K+].C(N)CN. Product: [Br:20][C:18]1[CH:19]=[C:15]([N:3]2[CH2:4][C@:5]3([CH:10]4[CH2:11][CH2:12][N:7]([CH2:8][CH2:9]4)[CH2:6]3)[O:1][C:2]2=[O:13])[S:16][CH:17]=1. The catalyst class is: 185.